This data is from Reaction yield outcomes from USPTO patents with 853,638 reactions. The task is: Predict the reaction yield, written as a fraction of the theoretical maximum amount of product (1.0 means a 100% yield; for example, 0.34 means a 34% yield). (1) The reactants are [Cl:1][C:2]1[CH:11]=[C:10]([F:12])[C:9](B2OC(C)(C)C(C)(C)O2)=[CH:8][C:3]=1[C:4]([O:6][CH3:7])=[O:5].Br[C:23]1[CH:28]=[CH:27][CH:26]=[CH:25][N:24]=1.C(=O)([O-])[O-].[K+].[K+].O. The catalyst is C1COCC1.C1C=CC([P]([Pd]([P](C2C=CC=CC=2)(C2C=CC=CC=2)C2C=CC=CC=2)([P](C2C=CC=CC=2)(C2C=CC=CC=2)C2C=CC=CC=2)[P](C2C=CC=CC=2)(C2C=CC=CC=2)C2C=CC=CC=2)(C2C=CC=CC=2)C2C=CC=CC=2)=CC=1. The product is [Cl:1][C:2]1[CH:11]=[C:10]([F:12])[C:9]([C:23]2[CH:28]=[CH:27][CH:26]=[CH:25][N:24]=2)=[CH:8][C:3]=1[C:4]([O:6][CH3:7])=[O:5]. The yield is 0.670. (2) The reactants are [OH:1][CH:2]([CH2:6][CH3:7])[C:3]([O-])=[O:4].[Li+].C1(C)C=CC(S(O)(=O)=O)=CC=1.[CH2:20]([O:27][C:28](=[O:31])[CH2:29][NH2:30])[C:21]1[CH:26]=[CH:25][CH:24]=[CH:23][CH:22]=1.O.ON1C2C=CC=CC=2N=N1.Cl.CN(C)CCCN=C=NCC. The catalyst is C(#N)C. The product is [CH2:20]([O:27][C:28](=[O:31])[CH2:29][NH:30][C:3](=[O:4])[CH:2]([OH:1])[CH2:6][CH3:7])[C:21]1[CH:26]=[CH:25][CH:24]=[CH:23][CH:22]=1. The yield is 0.490. (3) The reactants are Br[C:2]1[N:6]([S:7]([C:10]2[CH:15]=[CH:14][CH:13]=[C:12]([Cl:16])[CH:11]=2)(=[O:9])=[O:8])[CH:5]=[C:4]([CH2:17][N:18]([CH3:26])[C:19](=[O:25])[O:20][C:21]([CH3:24])([CH3:23])[CH3:22])[CH:3]=1.[S:27]1[CH:31]=[CH:30][C:29](B(O)O)=[CH:28]1.C(=O)([O-])[O-].[Na+].[Na+]. The catalyst is C1C=CC([P]([Pd]([P](C2C=CC=CC=2)(C2C=CC=CC=2)C2C=CC=CC=2)([P](C2C=CC=CC=2)(C2C=CC=CC=2)C2C=CC=CC=2)[P](C2C=CC=CC=2)(C2C=CC=CC=2)C2C=CC=CC=2)(C2C=CC=CC=2)C2C=CC=CC=2)=CC=1. The product is [Cl:16][C:12]1[CH:11]=[C:10]([S:7]([N:6]2[C:2]([C:29]3[CH:30]=[CH:31][S:27][CH:28]=3)=[CH:3][C:4]([CH2:17][N:18]([CH3:26])[C:19](=[O:25])[O:20][C:21]([CH3:24])([CH3:23])[CH3:22])=[CH:5]2)(=[O:9])=[O:8])[CH:15]=[CH:14][CH:13]=1. The yield is 0.710. (4) The reactants are Cl[C:2]1[CH:7]=[C:6]([O:8][C:9]2[C:10]([CH3:16])=[N:11][C:12]([CH3:15])=[CH:13][CH:14]=2)[CH:5]=[CH:4][N:3]=1.[CH3:17][C:18]([NH:20][S:21]([C:24]1[CH:25]=[CH:26][C:27]([NH2:30])=[CH:28][CH:29]=1)(=[O:23])=[O:22])=[O:19].C([O-])([O-])=O.[Cs+].[Cs+]. The catalyst is CC(N(C)C)=O. The product is [CH3:16][C:10]1[C:9]([O:8][C:6]2[CH:5]=[CH:4][N:3]=[C:2]([NH:30][C:27]3[CH:26]=[CH:25][C:24]([S:21]([NH:20][C:18](=[O:19])[CH3:17])(=[O:23])=[O:22])=[CH:29][CH:28]=3)[CH:7]=2)=[CH:14][CH:13]=[C:12]([CH3:15])[N:11]=1. The yield is 0.280.